From a dataset of Peptide-MHC class I binding affinity with 185,985 pairs from IEDB/IMGT. Regression. Given a peptide amino acid sequence and an MHC pseudo amino acid sequence, predict their binding affinity value. This is MHC class I binding data. (1) The peptide sequence is TNNTDKINLT. The MHC is Mamu-B03 with pseudo-sequence Mamu-B03. The binding affinity (normalized) is 0. (2) The peptide sequence is SPARLASAIL. The MHC is HLA-B07:02 with pseudo-sequence HLA-B07:02. The binding affinity (normalized) is 0.838.